The task is: Predict the reactants needed to synthesize the given product.. This data is from Full USPTO retrosynthesis dataset with 1.9M reactions from patents (1976-2016). (1) The reactants are: C(OC([NH:8][CH2:9][C@H:10]1[CH2:15][CH2:14][C@H:13]([C:16]([NH:18][C@H:19]([C:52](=[O:65])[NH:53][C:54]2[CH:59]=[CH:58][C:57]([C:60]3[N:61]=[N:62][NH:63][N:64]=3)=[CH:56][CH:55]=2)[CH2:20][C:21]2[CH:26]=[CH:25][C:24]([C:27]3[CH:32]=[CH:31][C:30]([C:33]([NH:35][CH:36]4[CH2:41][CH2:40][N:39](C(OC(C)(C)C)=O)[CH2:38][CH2:37]4)=[O:34])=[CH:29][C:28]=3[O:49][CH2:50][CH3:51])=[CH:23][CH:22]=2)=[O:17])[CH2:12][CH2:11]1)=O)(C)(C)C.[ClH:66]. Given the product [ClH:66].[NH2:8][CH2:9][C@H:10]1[CH2:15][CH2:14][C@H:13]([C:16]([NH:18][C@H:19]([C:52](=[O:65])[NH:53][C:54]2[CH:59]=[CH:58][C:57]([C:60]3[N:61]=[N:62][NH:63][N:64]=3)=[CH:56][CH:55]=2)[CH2:20][C:21]2[CH:26]=[CH:25][C:24]([C:27]3[CH:32]=[CH:31][C:30]([C:33]([NH:35][CH:36]4[CH2:37][CH2:38][NH:39][CH2:40][CH2:41]4)=[O:34])=[CH:29][C:28]=3[O:49][CH2:50][CH3:51])=[CH:23][CH:22]=2)=[O:17])[CH2:12][CH2:11]1, predict the reactants needed to synthesize it. (2) The reactants are: [NH2:1][C:2]1[N:7]=[C:6]([NH:8][CH2:9][CH2:10][CH2:11][N:12]2[CH2:16][CH2:15][CH2:14][C:13]2=[O:17])[CH:5]=[C:4](Cl)[N:3]=1.[CH3:19][C:20]1[CH:25]=[CH:24][C:23]([CH3:26])=[CH:22][C:21]=1B(O)O.C(=O)([O-])[O-].[K+].[K+]. Given the product [NH2:1][C:2]1[N:7]=[C:6]([NH:8][CH2:9][CH2:10][CH2:11][N:12]2[CH2:16][CH2:15][CH2:14][C:13]2=[O:17])[CH:5]=[C:4]([C:21]2[CH:22]=[C:23]([CH3:26])[CH:24]=[CH:25][C:20]=2[CH3:19])[N:3]=1, predict the reactants needed to synthesize it. (3) Given the product [CH2:21]([O:28][C:8]1[CH:9]=[C:10]([CH:14]=[CH:15][C:16]=1[C:17]([F:20])([F:19])[F:18])[C:11]([OH:13])=[O:12])[C:22]1[CH:27]=[CH:26][CH:25]=[CH:24][CH:23]=1, predict the reactants needed to synthesize it. The reactants are: CC(C)([O-])C.[K+].F[C:8]1[CH:9]=[C:10]([CH:14]=[CH:15][C:16]=1[C:17]([F:20])([F:19])[F:18])[C:11]([OH:13])=[O:12].[CH2:21]([OH:28])[C:22]1[CH:27]=[CH:26][CH:25]=[CH:24][CH:23]=1.Cl. (4) Given the product [Cl:27][C:23]1[CH:22]=[C:21]([C@@H:19]([OH:20])[CH2:18][N:10]([C@@H:7]([CH2:6][C:5]2[CH:4]=[CH:3][C:2]([NH:1][C:41]([C:37]3[C:36]([C:30]4[CH:31]=[CH:32][CH:33]=[CH:34][CH:35]=4)=[CH:40][NH:39][CH:38]=3)=[O:42])=[CH:29][CH:28]=2)[CH2:8][OH:9])[C:11](=[O:17])[O:12][C:13]([CH3:16])([CH3:14])[CH3:15])[CH:26]=[CH:25][CH:24]=1, predict the reactants needed to synthesize it. The reactants are: [NH2:1][C:2]1[CH:29]=[CH:28][C:5]([CH2:6][C@H:7]([N:10]([CH2:18][C@@H:19]([C:21]2[CH:26]=[CH:25][CH:24]=[C:23]([Cl:27])[CH:22]=2)[OH:20])[C:11](=[O:17])[O:12][C:13]([CH3:16])([CH3:15])[CH3:14])[CH2:8][OH:9])=[CH:4][CH:3]=1.[C:30]1([C:36]2[C:37]([C:41](O)=[O:42])=[CH:38][NH:39][CH:40]=2)[CH:35]=[CH:34][CH:33]=[CH:32][CH:31]=1.O.ON1C2C=CC=CC=2N=N1.Cl.CN(C)CCCN=C=NCC. (5) Given the product [CH3:1][C:2]1[CH:7]=[CH:6][C:5]([CH3:8])=[CH:4][C:3]=1[N:9]1[CH2:14][CH2:13][N:12]([C:15]([CH:17]2[CH2:18][N:19]([S:38]([C:34]3[CH:35]=[CH:36][CH:37]=[C:32]([F:31])[CH:33]=3)(=[O:40])=[O:39])[C:20](=[O:28])[N:21]2[C:22]2[CH:23]=[CH:24][CH:25]=[CH:26][CH:27]=2)=[O:16])[CH2:11][CH2:10]1, predict the reactants needed to synthesize it. The reactants are: [CH3:1][C:2]1[CH:7]=[CH:6][C:5]([CH3:8])=[CH:4][C:3]=1[N:9]1[CH2:14][CH2:13][N:12]([C:15]([CH:17]2[N:21]([C:22]3[CH:27]=[CH:26][CH:25]=[CH:24][CH:23]=3)[C:20](=[O:28])[NH:19][CH2:18]2)=[O:16])[CH2:11][CH2:10]1.[H-].[Na+].[F:31][C:32]1[CH:33]=[C:34]([S:38](Cl)(=[O:40])=[O:39])[CH:35]=[CH:36][CH:37]=1. (6) Given the product [CH3:19][C:20]([NH:21][C:12]([C:10]1[CH:9]=[CH:8][C:7]([C:15]([F:18])([F:17])[F:16])=[C:6]([O:5][CH2:4][CH:1]2[CH2:2][CH2:3]2)[N:11]=1)=[O:14])([C:22]1[S:23][CH:24]=[CH:25][N:26]=1)[CH3:27], predict the reactants needed to synthesize it. The reactants are: [CH:1]1([CH2:4][O:5][C:6]2[N:11]=[C:10]([C:12]([OH:14])=O)[CH:9]=[CH:8][C:7]=2[C:15]([F:18])([F:17])[F:16])[CH2:3][CH2:2]1.[CH3:19][C:20]([CH3:27])([C:22]1[S:23][CH:24]=[CH:25][N:26]=1)[NH2:21]. (7) Given the product [NH2:15][C@@H:16]([CH3:31])[C:17]([C:25]1[CH:30]=[CH:29][CH:28]=[CH:27][CH:26]=1)([C:19]1[CH:24]=[CH:23][CH:22]=[CH:21][CH:20]=1)[OH:18].[OH:1][C:2]1[CH:14]=[CH:13][C:5]2[C@H:6]([CH2:9][C:10]([OH:12])=[O:11])[CH2:7][O:8][C:4]=2[CH:3]=1, predict the reactants needed to synthesize it. The reactants are: [OH:1][C:2]1[CH:14]=[CH:13][C:5]2[CH:6]([CH2:9][C:10]([OH:12])=[O:11])[CH2:7][O:8][C:4]=2[CH:3]=1.[NH2:15][C@@H:16]([CH3:31])[C:17]([C:25]1[CH:30]=[CH:29][CH:28]=[CH:27][CH:26]=1)([C:19]1[CH:24]=[CH:23][CH:22]=[CH:21][CH:20]=1)[OH:18]. (8) Given the product [C:13]([O:16][C:17]([NH:2][CH:3]([C:9](=[O:11])[CH3:10])[C:4]([O:6][CH2:7][CH3:8])=[O:5])=[O:18])([CH3:15])([CH3:14])[CH3:12], predict the reactants needed to synthesize it. The reactants are: O/[N:2]=[C:3](\[C:9](=[O:11])[CH3:10])/[C:4]([O:6][CH2:7][CH3:8])=[O:5].[CH3:12][C:13]([O:16][C:17](O[C:17]([O:16][C:13]([CH3:15])([CH3:14])[CH3:12])=[O:18])=[O:18])([CH3:15])[CH3:14]. (9) Given the product [CH3:11][O:10][C:9](=[O:12])[O-:14].[CH3:1][O:2][CH2:3][N+:4]1([CH3:9])[CH2:8][CH2:7][CH2:6][CH2:5]1, predict the reactants needed to synthesize it. The reactants are: [CH3:1][O:2][CH2:3][N:4]1[CH2:8][CH2:7][CH2:6][CH2:5]1.[C:9](=[O:14])([O:12]C)[O:10][CH3:11].